Dataset: Full USPTO retrosynthesis dataset with 1.9M reactions from patents (1976-2016). Task: Predict the reactants needed to synthesize the given product. (1) Given the product [N:7]1[CH:8]=[CH:9][CH:10]=[C:5]([C:3](=[O:4])[CH2:11][C:12](=[O:13])[CH3:14])[CH:6]=1, predict the reactants needed to synthesize it. The reactants are: CO[C:3]([C:5]1[CH:6]=[N:7][CH:8]=[CH:9][CH:10]=1)=[O:4].[CH3:11][C:12]([CH3:14])=[O:13].C[O-].[Na+]. (2) Given the product [F:27][C:20]1[CH:19]=[C:18]([CH:28]([NH:30][C:31]([C:33]2[N:34]=[C:35]([C:8]3[CH:9]=[C:4]([CH:1]([CH3:3])[CH3:2])[CH:5]=[CH:6][C:7]=3[O:13][CH3:14])[O:36][CH:37]=2)=[O:32])[CH3:29])[CH:17]=[C:16]([F:15])[C:21]=1[NH:22][S:23]([CH3:26])(=[O:25])=[O:24], predict the reactants needed to synthesize it. The reactants are: [CH:1]([C:4]1[CH:5]=[CH:6][C:7]([O:13][CH3:14])=[C:8](B(O)O)[CH:9]=1)([CH3:3])[CH3:2].[F:15][C:16]1[CH:17]=[C:18]([CH:28]([NH:30][C:31]([C:33]2[N:34]=[C:35](Cl)[O:36][CH:37]=2)=[O:32])[CH3:29])[CH:19]=[C:20]([F:27])[C:21]=1[NH:22][S:23]([CH3:26])(=[O:25])=[O:24].C([O-])([O-])=O.[Cs+].[Cs+]. (3) Given the product [CH3:9][O:10][C:11]1[CH:25]=[CH:24][C:14]([CH2:15][C@@H:16]2[CH2:17][CH2:18][C@H:19]([CH2:22][NH:23][C:6]([C:4]3[CH:3]=[N:2][NH:1][CH:5]=3)=[O:8])[CH2:20][CH2:21]2)=[CH:13][CH:12]=1, predict the reactants needed to synthesize it. The reactants are: [NH:1]1[CH:5]=[C:4]([C:6]([OH:8])=O)[CH:3]=[N:2]1.[CH3:9][O:10][C:11]1[CH:25]=[CH:24][C:14]([CH2:15][C@@H:16]2[CH2:21][CH2:20][C@H:19]([CH2:22][NH2:23])[CH2:18][CH2:17]2)=[CH:13][CH:12]=1.